Regression. Given two drug SMILES strings and cell line genomic features, predict the synergy score measuring deviation from expected non-interaction effect. From a dataset of NCI-60 drug combinations with 297,098 pairs across 59 cell lines. (1) Drug 1: CN1CCC(CC1)COC2=C(C=C3C(=C2)N=CN=C3NC4=C(C=C(C=C4)Br)F)OC. Drug 2: CC1=C(C=C(C=C1)NC(=O)C2=CC=C(C=C2)CN3CCN(CC3)C)NC4=NC=CC(=N4)C5=CN=CC=C5. Cell line: U251. Synergy scores: CSS=10.1, Synergy_ZIP=-1.22, Synergy_Bliss=1.04, Synergy_Loewe=-4.88, Synergy_HSA=1.88. (2) Drug 1: CS(=O)(=O)C1=CC(=C(C=C1)C(=O)NC2=CC(=C(C=C2)Cl)C3=CC=CC=N3)Cl. Drug 2: C1=CC=C(C=C1)NC(=O)CCCCCCC(=O)NO. Cell line: HCT116. Synergy scores: CSS=20.4, Synergy_ZIP=-9.61, Synergy_Bliss=-4.56, Synergy_Loewe=-21.5, Synergy_HSA=-5.12. (3) Cell line: HT29. Synergy scores: CSS=66.2, Synergy_ZIP=5.77, Synergy_Bliss=5.15, Synergy_Loewe=3.99, Synergy_HSA=9.51. Drug 1: CC(C)(C1=NC(=CC=C1)N2C3=NC(=NC=C3C(=O)N2CC=C)NC4=CC=C(C=C4)N5CCN(CC5)C)O. Drug 2: CC(C)(C#N)C1=CC=C(C=C1)N2C3=C4C=C(C=CC4=NC=C3N(C2=O)C)C5=CC6=CC=CC=C6N=C5. (4) Cell line: SF-539. Drug 2: CC1CCC2CC(C(=CC=CC=CC(CC(C(=O)C(C(C(=CC(C(=O)CC(OC(=O)C3CCCCN3C(=O)C(=O)C1(O2)O)C(C)CC4CCC(C(C4)OC)O)C)C)O)OC)C)C)C)OC. Drug 1: CN(CC1=CN=C2C(=N1)C(=NC(=N2)N)N)C3=CC=C(C=C3)C(=O)NC(CCC(=O)O)C(=O)O. Synergy scores: CSS=7.27, Synergy_ZIP=-3.27, Synergy_Bliss=3.29, Synergy_Loewe=-11.6, Synergy_HSA=1.61.